From a dataset of Catalyst prediction with 721,799 reactions and 888 catalyst types from USPTO. Predict which catalyst facilitates the given reaction. (1) Reactant: Br[C:2]1[CH:3]=[N:4][N:5]([CH3:7])[CH:6]=1.C(=O)([O-])[O-].[Cs+].[Cs+].[F:14][C:15]1[CH:16]=[C:17](B(O)O)[CH:18]=[CH:19][C:20]=1[C:21]([O:23][CH3:24])=[O:22]. Product: [F:14][C:15]1[CH:16]=[C:17]([C:2]2[CH:3]=[N:4][N:5]([CH3:7])[CH:6]=2)[CH:18]=[CH:19][C:20]=1[C:21]([O:23][CH3:24])=[O:22]. The catalyst class is: 117. (2) Reactant: Cl[C:2]1[C:11]2[C:6](=[CH:7][CH:8]=[CH:9][C:10]=2[F:12])[CH:5]=[C:4]([C:13]#[N:14])[N:3]=1.CCN(CC)CC.[NH2:22][C@H:23]1[CH2:27][CH2:26][N:25]([C:28]([O:30][C:31]([CH3:34])([CH3:33])[CH3:32])=[O:29])[CH2:24]1. Product: [C:13]([C:4]1[N:3]=[C:2]([NH:22][C@H:23]2[CH2:27][CH2:26][N:25]([C:28]([O:30][C:31]([CH3:34])([CH3:33])[CH3:32])=[O:29])[CH2:24]2)[C:11]2[C:6]([CH:5]=1)=[CH:7][CH:8]=[CH:9][C:10]=2[F:12])#[N:14]. The catalyst class is: 37. (3) Reactant: C[Si]([N-][Si](C)(C)C)(C)C.[Li+].[F:11][C:12]1[CH:17]=[C:16]([F:18])[CH:15]=[C:14]([F:19])[C:13]=1[CH2:20][C:21]([O:23][CH3:24])=[O:22].[C:25](Cl)(=[O:27])[CH3:26].O. Product: [C:25]([CH:20]([C:13]1[C:12]([F:11])=[CH:17][C:16]([F:18])=[CH:15][C:14]=1[F:19])[C:21]([O:23][CH3:24])=[O:22])(=[O:27])[CH3:26]. The catalyst class is: 7. (4) Reactant: C([O:8][C:9]1[CH:14]=[CH:13][C:12]([Si:15]([C:44]2[CH:49]=[CH:48][C:47]([O:50]CC3C=CC=CC=3)=[CH:46][CH:45]=2)([C:30]2[CH:35]=[CH:34][C:33]([O:36]CC3C=CC=CC=3)=[CH:32][CH:31]=2)[C:16]2[CH:21]=[CH:20][C:19]([O:22]CC3C=CC=CC=3)=[CH:18][CH:17]=2)=[CH:11][CH:10]=1)C1C=CC=CC=1.[H][H]. The catalyst class is: 354. Product: [OH:22][C:19]1[CH:18]=[CH:17][C:16]([Si:15]([C:30]2[CH:35]=[CH:34][C:33]([OH:36])=[CH:32][CH:31]=2)([C:12]2[CH:13]=[CH:14][C:9]([OH:8])=[CH:10][CH:11]=2)[C:44]2[CH:45]=[CH:46][C:47]([OH:50])=[CH:48][CH:49]=2)=[CH:21][CH:20]=1. (5) Reactant: [O:1]1[CH:5]=[CH:4][CH2:3][CH2:2]1.C([Li])(C)(C)C.CCCCC.CON(C)[C:19](=[O:51])[C@@H:20]([NH:28][C:29]([CH2:31][N:32]1[C:37]([C:38]2[CH:43]=[CH:42][CH:41]=[CH:40][CH:39]=2)=[CH:36][N:35]([C:44](=[O:46])[CH3:45])[CH:34]([CH:47]([CH3:49])[CH3:48])[C:33]1=[O:50])=[O:30])[CH2:21][C:22]1[CH:27]=[CH:26][CH:25]=[CH:24][CH:23]=1.[Cl-].[NH4+]. Product: [C:44]([N:35]1[CH:36]=[C:37]([C:38]2[CH:39]=[CH:40][CH:41]=[CH:42][CH:43]=2)[N:32]([CH2:31][C:29]([NH:28][C@@H:20]([CH2:21][C:22]2[CH:27]=[CH:26][CH:25]=[CH:24][CH:23]=2)[C:19]([C:2]2[O:1][CH2:5][CH2:4][CH:3]=2)=[O:51])=[O:30])[C:33](=[O:50])[CH:34]1[CH:47]([CH3:49])[CH3:48])(=[O:46])[CH3:45]. The catalyst class is: 7. (6) Reactant: Br[C:2]1[CH:3]=[CH:4][C:5]2=[C:6]([CH:25]=1)[N:7]=[C:8]([NH:17][C:18]([O:20][C:21]([CH3:24])([CH3:23])[CH3:22])=[O:19])[CH2:9][C:10]([C:12]([O:14][CH2:15][CH3:16])=[O:13])=[CH:11]2.[C:26]([C:28]1[CH:29]=[C:30](B(O)O)[CH:31]=[CH:32][CH:33]=1)#[N:27].[F-].[Cs+].O. Product: [C:21]([O:20][C:18]([NH:17][C:8]1[CH2:9][C:10]([C:12]([O:14][CH2:15][CH3:16])=[O:13])=[CH:11][C:5]2[CH:4]=[CH:3][C:2]([C:32]3[CH:31]=[CH:30][CH:29]=[C:28]([C:26]#[N:27])[CH:33]=3)=[CH:25][C:6]=2[N:7]=1)=[O:19])([CH3:24])([CH3:23])[CH3:22]. The catalyst class is: 176.